Dataset: Reaction yield outcomes from USPTO patents with 853,638 reactions. Task: Predict the reaction yield, written as a fraction of the theoretical maximum amount of product (1.0 means a 100% yield; for example, 0.34 means a 34% yield). (1) The reactants are [Cl:1][C:2]1[N:10]([CH2:11][CH:12]=[CH2:13])[C:9]2[C:8](=[O:14])[NH:7][C:6](=[O:15])[N:5]([CH2:16][O:17][CH2:18][CH2:19][O:20][CH3:21])[C:4]=2[N:3]=1.[C:22](=O)([O-])[O-].[Na+].[Na+].CI. The catalyst is CN(C=O)C. The product is [Cl:1][C:2]1[N:10]([CH2:11][CH:12]=[CH2:13])[C:9]2[C:8](=[O:14])[N:7]([CH3:22])[C:6](=[O:15])[N:5]([CH2:16][O:17][CH2:18][CH2:19][O:20][CH3:21])[C:4]=2[N:3]=1. The yield is 0.850. (2) The reactants are [Br:1]N1C(=O)CCC1=O.[NH2:9][C:10]1[C:15]([F:16])=[C:14]([C:17]2[CH:22]=[CH:21][C:20]([Cl:23])=[C:19]([O:24][CH3:25])[C:18]=2[F:26])[N:13]=[C:12]([C:27]([O:29][CH2:30][C:31]2[CH:36]=[CH:35][CH:34]=[CH:33][CH:32]=2)=[O:28])[CH:11]=1. The catalyst is ClCCCl. The product is [NH2:9][C:10]1[C:15]([F:16])=[C:14]([C:17]2[CH:22]=[CH:21][C:20]([Cl:23])=[C:19]([O:24][CH3:25])[C:18]=2[F:26])[N:13]=[C:12]([C:27]([O:29][CH2:30][C:31]2[CH:32]=[CH:33][CH:34]=[CH:35][CH:36]=2)=[O:28])[C:11]=1[Br:1]. The yield is 0.930. (3) The catalyst is C(#N)C.C(OCC)(=O)C.[Cl-].[Na+].O. The reactants are Br[CH2:2][C:3]1[CH:8]=[C:7]([Cl:9])[CH:6]=[C:5]([Cl:10])[C:4]=1[I:11].Cl.[CH:13]1([C:16]2[C:17]([O:27][CH2:28][CH:29]3[CH2:34][CH2:33][NH:32][CH2:31][CH2:30]3)=[CH:18][C:19]([F:26])=[C:20]([CH:25]=2)[C:21]([O:23][CH3:24])=[O:22])[CH2:15][CH2:14]1.[I-].[Na+].C(=O)([O-])[O-].[K+].[K+]. The yield is 0.740. The product is [CH:13]1([C:16]2[C:17]([O:27][CH2:28][CH:29]3[CH2:30][CH2:31][N:32]([CH2:2][C:3]4[CH:8]=[C:7]([Cl:9])[CH:6]=[C:5]([Cl:10])[C:4]=4[I:11])[CH2:33][CH2:34]3)=[CH:18][C:19]([F:26])=[C:20]([CH:25]=2)[C:21]([O:23][CH3:24])=[O:22])[CH2:15][CH2:14]1. (4) The reactants are C(O[C:4]([CH:6]1[CH2:11][CH:10]([CH3:12])[CH2:9][CH2:8][C:7]1=[O:13])=[O:5])C.[CH2:14]([NH:16][CH2:17][CH3:18])[CH3:15]. The catalyst is CN(C1C=CN=CC=1)C.C1(C)C=CC=CC=1. The product is [CH2:14]([N:16]([CH2:17][CH3:18])[C:4]([CH:6]1[CH2:11][CH:10]([CH3:12])[CH2:9][CH2:8][C:7]1=[O:13])=[O:5])[CH3:15]. The yield is 0.650. (5) The reactants are [F:1][C:2]1[CH:3]=[C:4]2[C:8](=[CH:9][C:10]=1[NH2:11])[NH:7][C:6](=[O:12])[CH2:5]2.N1CCCCC1.Cl[C:20]([C:22]([O:25][C:26](=[O:28])[CH3:27])([CH3:24])[CH3:23])=[O:21]. The catalyst is O1CCCC1. The product is [F:1][C:2]1[CH:3]=[C:4]2[C:8](=[CH:9][C:10]=1[NH:11][C:20]([C:22]([O:25][C:26](=[O:28])[CH3:27])([CH3:24])[CH3:23])=[O:21])[NH:7][C:6](=[O:12])[CH2:5]2. The yield is 0.995. (6) The yield is 0.600. The reactants are [CH:1]1([NH:4][C:5](=[O:16])[C:6]2[CH:11]=[CH:10][C:9]([CH3:12])=[C:8]([N:13]=[C:14]=[S:15])[CH:7]=2)[CH2:3][CH2:2]1.[NH3:17]. The catalyst is CO. The product is [CH:1]1([NH:4][C:5](=[O:16])[C:6]2[CH:11]=[CH:10][C:9]([CH3:12])=[C:8]([NH:13][C:14]([NH2:17])=[S:15])[CH:7]=2)[CH2:3][CH2:2]1. (7) The reactants are [CH2:1]([O:8][C:9]1[CH:14]=[C:13]([O:15][CH2:16][CH2:17][O:18][CH3:19])[CH:12]=[CH:11][C:10]=1[CH2:20][CH:21]=[O:22])[C:2]1[CH:7]=[CH:6][CH:5]=[CH:4][CH:3]=1.[BH4-].[Na+].Cl. The catalyst is CO.O. The product is [CH2:1]([O:8][C:9]1[CH:14]=[C:13]([O:15][CH2:16][CH2:17][O:18][CH3:19])[CH:12]=[CH:11][C:10]=1[CH2:20][CH2:21][OH:22])[C:2]1[CH:3]=[CH:4][CH:5]=[CH:6][CH:7]=1. The yield is 0.830. (8) The reactants are [CH3:1][O:2][C:3](=[O:13])[C:4]1[CH:9]=[C:8]([OH:10])[C:7]([OH:11])=[C:6]([OH:12])[CH:5]=1.[CH3:14]OS(OC)(=O)=O.[OH-].[Na+].OS(O)(=O)=O. The catalyst is O. The product is [OH:12][C:6]1[CH:5]=[C:4]([CH:9]=[C:8]([O:10][CH3:14])[C:7]=1[OH:11])[C:3]([O:2][CH3:1])=[O:13]. The yield is 0.470.